This data is from Blood-brain barrier permeability classification from the B3DB database. The task is: Regression/Classification. Given a drug SMILES string, predict its absorption, distribution, metabolism, or excretion properties. Task type varies by dataset: regression for continuous measurements (e.g., permeability, clearance, half-life) or binary classification for categorical outcomes (e.g., BBB penetration, CYP inhibition). Dataset: b3db_classification. (1) The molecule is CC1CCC(O)CC1=CC=C1CCCC2(C)C1CCC2C(C)C=CC(C)C(C)C. The result is 0 (does not penetrate BBB). (2) The molecule is CN1CCC23c4c5ccc(O)c4OC2C(=O)CCC3C1C5. The result is 1 (penetrates BBB). (3) The compound is O=P1(NCCCl)OCCCN1CCCl. The result is 0 (does not penetrate BBB). (4) The molecule is CN1CC(CN2CC(=O)NC(=O)C2)C=C2c3cccc4[nH]cc(c34)CC21. The result is 1 (penetrates BBB). (5) The drug is CC(C)(C)NCC(O)c1ccc(O)c(NC(N)=O)c1. The result is 0 (does not penetrate BBB). (6) The molecule is C1=Cc2c(cccc2OC[C@@H]2CNCCO2)C1. The result is 1 (penetrates BBB).